From a dataset of Reaction yield outcomes from USPTO patents with 853,638 reactions. Predict the reaction yield, written as a fraction of the theoretical maximum amount of product (1.0 means a 100% yield; for example, 0.34 means a 34% yield). (1) The reactants are [CH3:1][C:2]1([CH3:14])[C:6]([CH3:8])([CH3:7])[O:5][B:4]([C:9]2[CH:10]=[N:11][NH:12][CH:13]=2)[O:3]1.[CH3:15][C:16]1([CH3:19])[CH2:18][O:17]1.C(=O)([O-])[O-].[Cs+].[Cs+]. The catalyst is C(#N)C. The product is [CH3:15][C:16]([OH:17])([CH3:19])[CH2:18][N:12]1[CH:13]=[C:9]([B:4]2[O:5][C:6]([CH3:7])([CH3:8])[C:2]([CH3:14])([CH3:1])[O:3]2)[CH:10]=[N:11]1. The yield is 0.780. (2) The reactants are [NH2:1][C:2]1[CH:7]=[CH:6][C:5]([OH:8])=[C:4]([F:9])[CH:3]=1.[CH:10]([NH:12][NH:13][CH:14]=O)=O.C1(C)C=CC(S(O)(=O)=O)=CC=1. The catalyst is C1(C)C=CC=CC=1.CN(C=O)C. The product is [F:9][C:4]1[CH:3]=[C:2]([N:1]2[CH:14]=[N:13][N:12]=[CH:10]2)[CH:7]=[CH:6][C:5]=1[OH:8]. The yield is 0.365. (3) The reactants are [Br:1][CH:2]([CH:4](Br)[CH3:5])C.C1(=O)NC(=O)[C:9]2=[CH:13][CH:14]=[CH:15][CH:16]=[C:8]12.[K].[OH2:19].[CH3:20][N:21]([CH3:24])[CH:22]=[O:23]. No catalyst specified. The product is [Br:1][CH2:2][CH2:4][CH2:5][CH2:20][N:21]1[C:24](=[O:19])[C:8]2[C:16](=[CH:15][CH:14]=[CH:13][CH:9]=2)[C:22]1=[O:23]. The yield is 0.580. (4) The reactants are [CH3:1][O:2][C:3]([C:5]1[S:6][CH:7]=[C:8]([Br:11])[C:9]=1[OH:10])=[O:4].[C:12](=O)([O-])[O-].[K+].[K+].IC. The catalyst is CC(C)=O. The product is [CH3:1][O:2][C:3]([C:5]1[S:6][CH:7]=[C:8]([Br:11])[C:9]=1[O:10][CH3:12])=[O:4]. The yield is 1.00. (5) The reactants are [CH3:1][O:2][CH2:3][O:4][C@H:5]1[C@H:11]2[C@H:9]([O:10]2)[CH:8]=[C:7]([C:12]([O:14][CH3:15])=[O:13])[CH2:6]1.CC[O:18]C(C)=O. The catalyst is C1COCC1.O.OS(O)(=O)=O. The product is [OH:18][CH:9]1[C@H:11]([OH:10])[C@H:5]([O:4][CH2:3][O:2][CH3:1])[CH2:6][C:7]([C:12]([O:14][CH3:15])=[O:13])=[CH:8]1. The yield is 0.960. (6) The reactants are [O:1]1[CH2:6][CH2:5][O:4][CH2:3][CH:2]1[CH:7](/[N:9]=[C:10](\[CH3:23])/[CH:11]([C:16]1[CH:21]=[CH:20][CH:19]=[CH:18][C:17]=1Br)[C:12]([O:14][CH3:15])=[O:13])[CH3:8].CC(C)([O-])C.[Na+]. The catalyst is O1CCOCC1. The product is [O:1]1[CH2:6][CH2:5][O:4][CH2:3][CH:2]1[CH:7]([N:9]1[C:21]2[C:16](=[CH:17][CH:18]=[CH:19][CH:20]=2)[C:11]([C:12]([O:14][CH3:15])=[O:13])=[C:10]1[CH3:23])[CH3:8]. The yield is 0.890. (7) The reactants are [CH2:1]([O:3][C:4]([C:6]1[N:7]([CH2:26][C:27]2[CH:32]=[CH:31][CH:30]=[C:29]([O:33][C:34]3[CH:39]=[CH:38][CH:37]=[CH:36][CH:35]=3)[CH:28]=2)[C:8]2[C:13]([C:14]=1I)=[CH:12][CH:11]=[C:10]([C:16]1[CH:21]=[CH:20][C:19]([C:22]([CH3:25])([CH3:24])[CH3:23])=[CH:18][CH:17]=1)[CH:9]=2)=[O:5])[CH3:2].[C:40]1(B(O)O)[CH:45]=[CH:44][CH:43]=[CH:42][CH:41]=1.[O-]P([O-])([O-])=O.[K+].[K+].[K+].C([O-])(O)=O.[Na+]. The catalyst is CC([O-])=O.CC([O-])=O.[Pd+2].C1(C)C=CC=CC=1. The product is [CH2:1]([O:3][C:4]([C:6]1[N:7]([CH2:26][C:27]2[CH:32]=[CH:31][CH:30]=[C:29]([O:33][C:34]3[CH:39]=[CH:38][CH:37]=[CH:36][CH:35]=3)[CH:28]=2)[C:8]2[C:13]([C:14]=1[C:40]1[CH:45]=[CH:44][CH:43]=[CH:42][CH:41]=1)=[CH:12][CH:11]=[C:10]([C:16]1[CH:21]=[CH:20][C:19]([C:22]([CH3:25])([CH3:24])[CH3:23])=[CH:18][CH:17]=1)[CH:9]=2)=[O:5])[CH3:2]. The yield is 0.880. (8) The reactants are [NH2:1][C:2]1[CH:3]=[C:4]2[C:8](=[CH:9][CH:10]=1)[NH:7][CH:6]=[C:5]2[CH:11]1[CH2:16][CH2:15][CH2:14][CH:13]([N:17]([CH2:25][CH3:26])[C:18](=[O:24])[O:19][C:20]([CH3:23])([CH3:22])[CH3:21])[CH2:12]1.I.[S:28]1[CH:32]=[CH:31][CH:30]=[C:29]1[C:33](SC)=[NH:34]. The catalyst is CCO. The product is [CH2:25]([N:17]([CH:13]1[CH2:14][CH2:15][CH2:16][CH:11]([C:5]2[C:4]3[C:8](=[CH:9][CH:10]=[C:2]([NH:1][C:33]([C:29]4[S:28][CH:32]=[CH:31][CH:30]=4)=[NH:34])[CH:3]=3)[NH:7][CH:6]=2)[CH2:12]1)[C:18](=[O:24])[O:19][C:20]([CH3:21])([CH3:22])[CH3:23])[CH3:26]. The yield is 0.780. (9) The reactants are ClC1C=CC(C(O)=O)=CN=1.C(OC(OC(C)(C)C)=O)(OC(C)(C)C)=O.Cl[C:27]1[CH:39]=[CH:38][C:30]([C:31]([O:33][C:34]([CH3:37])([CH3:36])[CH3:35])=[O:32])=[CH:29][N:28]=1.[OH-].[Na+].[Cl:42][C:43]1[CH:44]=[C:45]([N:50]2[C:54](=[O:55])[C@@:53]3([C@H:59]([C:60]4[CH:67]=[CH:66][C:63]([C:64]#[N:65])=[CH:62][CH:61]=4)[CH2:58][NH:57][CH2:56]3)[N:52]([CH3:68])[C:51]2=[O:69])[CH:46]=[C:47]([Cl:49])[CH:48]=1.CC1C=CC(C(O[C@H](C(O)=O)[C@H](OC(C2C=CC(C)=CC=2)=O)C(O)=O)=O)=CC=1.C(N(C(C)C)CC)(C)C. The catalyst is CN(C)C1C=CN=CC=1.O1CCCC1.C(OC)(C)(C)C. The product is [C:64]([C:63]1[CH:66]=[CH:67][C:60]([C@H:59]2[C@:53]3([N:52]([CH3:68])[C:51](=[O:69])[N:50]([C:45]4[CH:44]=[C:43]([Cl:42])[CH:48]=[C:47]([Cl:49])[CH:46]=4)[C:54]3=[O:55])[CH2:56][N:57]([C:27]3[CH:39]=[CH:38][C:30]([C:31]([O:33][C:34]([CH3:37])([CH3:36])[CH3:35])=[O:32])=[CH:29][N:28]=3)[CH2:58]2)=[CH:61][CH:62]=1)#[N:65]. The yield is 0.860.